Dataset: Reaction yield outcomes from USPTO patents with 853,638 reactions. Task: Predict the reaction yield, written as a fraction of the theoretical maximum amount of product (1.0 means a 100% yield; for example, 0.34 means a 34% yield). (1) The reactants are [NH2:1][C:2]1[C:3]([NH:12][CH3:13])=[C:4]([CH:9]=[CH:10][CH:11]=1)[C:5]([O:7][CH3:8])=[O:6].[C:14](N1C=CN=C1)(N1C=CN=C1)=[O:15]. The catalyst is O1CCCC1. The product is [CH3:13][N:12]1[C:3]2[C:4]([C:5]([O:7][CH3:8])=[O:6])=[CH:9][CH:10]=[CH:11][C:2]=2[NH:1][C:14]1=[O:15]. The yield is 0.780. (2) The reactants are [CH3:1][O:2][C:3]1[CH:4]=[C:5]2[C:10](=[CH:11][C:12]=1[O:13][CH3:14])[NH:9][CH:8]=[CH:7][C:6]2=[S:15].Br[C:17]1[S:18][C:19]([N+:22]([O-:24])=[O:23])=[CH:20][CH:21]=1.C(=O)([O-])[O-].[K+].[K+]. The catalyst is CN(C)C=O.CCCCCC.C(OCC)(=O)C.O. The product is [CH3:1][O:2][C:3]1[CH:4]=[C:5]2[C:10](=[CH:11][C:12]=1[O:13][CH3:14])[N:9]=[CH:8][CH:7]=[C:6]2[S:15][C:17]1[S:18][C:19]([N+:22]([O-:24])=[O:23])=[CH:20][CH:21]=1. The yield is 0.550. (3) The reactants are C(O)(=O)C.[F:5][C:6]1[S:10][C:9]([C:11](=[NH:13])[NH2:12])=[N:8][CH:7]=1.[Cl:14][C:15]1[CH:22]=[C:21]([Cl:23])[CH:20]=[CH:19][C:16]=1[CH:17]=O.O=[C:25]([CH3:32])[CH2:26][C:27]([O:29][CH2:30][CH3:31])=[O:28]. No catalyst specified. The product is [Cl:14][C:15]1[CH:22]=[C:21]([Cl:23])[CH:20]=[CH:19][C:16]=1[CH:17]1[C:26]([C:27]([O:29][CH2:30][CH3:31])=[O:28])=[C:25]([CH3:32])[NH:12][C:11]([C:9]2[S:10][C:6]([F:5])=[CH:7][N:8]=2)=[N:13]1. The yield is 0.800. (4) The reactants are Cl[CH:2]([C:4]1[N:13]([C:14]2[CH:19]=[CH:18][C:17]([O:20][CH3:21])=[CH:16][CH:15]=2)[C:12](=[O:22])[C:11]2[C:6](=[CH:7][CH:8]=[CH:9][CH:10]=2)[N:5]=1)[CH3:3].[CH3:23][NH2:24]. No catalyst specified. The product is [CH3:21][O:20][C:17]1[CH:18]=[CH:19][C:14]([N:13]2[C:12](=[O:22])[C:11]3[C:6](=[CH:7][CH:8]=[CH:9][CH:10]=3)[N:5]=[C:4]2[CH:2]([NH:24][CH3:23])[CH3:3])=[CH:15][CH:16]=1. The yield is 0.990. (5) The reactants are [F:1][C:2]1[CH:21]=[C:20]([N+:22]([O-:24])=[O:23])[CH:19]=[CH:18][C:3]=1[O:4][C:5]1[C:14]2[C:9](=[CH:10][C:11]([OH:17])=[C:12]([O:15][CH3:16])[CH:13]=2)[N:8]=[CH:7][CH:6]=1.CC(N(C)C)=O.C(=O)([O-])[O-].[Cs+].[Cs+].[CH2:37]([O:44][C:45]([N:47]1[CH2:51][CH:50]2[CH2:52][CH:53]([CH2:55]OS(C)(=O)=O)[CH2:54][CH:49]2[CH2:48]1)=[O:46])[C:38]1[CH:43]=[CH:42][CH:41]=[CH:40][CH:39]=1. The catalyst is O. The product is [CH2:37]([O:44][C:45]([N:47]1[CH2:48][CH:49]2[CH2:54][CH:53]([CH2:55][O:17][C:11]3[CH:10]=[C:9]4[C:14]([C:5]([O:4][C:3]5[CH:18]=[CH:19][C:20]([N+:22]([O-:24])=[O:23])=[CH:21][C:2]=5[F:1])=[CH:6][CH:7]=[N:8]4)=[CH:13][C:12]=3[O:15][CH3:16])[CH2:52][CH:50]2[CH2:51]1)=[O:46])[C:38]1[CH:39]=[CH:40][CH:41]=[CH:42][CH:43]=1. The yield is 0.940. (6) The reactants are [O:1]1[C:5]2[CH:6]=[CH:7][C:8]([C:10]3([C:13]([NH:15][C:16]4[CH:17]=[C:18]5[C:22](=[CH:23][CH:24]=4)[N:21]([CH2:25][CH2:26]Cl)[CH:20]([C:28]([CH3:31])([CH3:30])[CH3:29])[CH2:19]5)=[O:14])[CH2:12][CH2:11]3)=[CH:9][C:4]=2[O:3][CH2:2]1.[C-:32]#[N:33].[Na+]. The catalyst is C(O)C.O. The product is [O:1]1[C:5]2[CH:6]=[CH:7][C:8]([C:10]3([C:13]([NH:15][C:16]4[CH:17]=[C:18]5[C:22](=[CH:23][CH:24]=4)[N:21]([CH2:25][CH2:26][C:32]#[N:33])[CH:20]([C:28]([CH3:31])([CH3:30])[CH3:29])[CH2:19]5)=[O:14])[CH2:12][CH2:11]3)=[CH:9][C:4]=2[O:3][CH2:2]1. The yield is 0.770. (7) The yield is 0.640. The catalyst is CCCCCC.CCOC(C)=O.C(Cl)Cl. The product is [C:11]1(=[O:14])[C:12]2[C:13]3[CH:3]=[CH:2][CH2:1][O:4][C:5]=3[CH:6]=[CH:7][C:8]=2[CH2:9][NH:10]1. The reactants are [CH2:1]([O:4][C:5]1[CH:13]=[C:12]2[C:8]([CH2:9][NH:10][C:11]2=[O:14])=[CH:7][CH:6]=1)[C:2]#[CH:3].C(N(CC)C1C=CC=CC=1)C.